Dataset: Forward reaction prediction with 1.9M reactions from USPTO patents (1976-2016). Task: Predict the product of the given reaction. (1) Given the reactants [CH2:1]([O:4][N:5]([C@H:18]1[CH2:23][N:22]([C:24]([O:26][C:27]([CH3:30])([CH3:29])[CH3:28])=[O:25])[C@H:21]([C:31](O)=[O:32])[CH:20]=[C:19]1[CH:34]1[CH2:36][CH2:35]1)[S:6]([C:9]1[CH:14]=[CH:13][CH:12]=[CH:11][C:10]=1[N+:15]([O-:17])=[O:16])(=[O:8])=[O:7])[CH:2]=[CH2:3].C(O[N:41]([C@H]1CN(C(OC(C)(C)C)=O)[C@H](C(=O)N)C=C1C)S(C1C=CC=CC=1[N+]([O-])=O)(=O)=O)C=C, predict the reaction product. The product is: [CH2:1]([O:4][N:5]([C@H:18]1[CH2:23][N:22]([C:24]([O:26][C:27]([CH3:28])([CH3:29])[CH3:30])=[O:25])[C@H:21]([C:31](=[O:32])[NH2:41])[CH:20]=[C:19]1[CH:34]1[CH2:35][CH2:36]1)[S:6]([C:9]1[CH:14]=[CH:13][CH:12]=[CH:11][C:10]=1[N+:15]([O-:17])=[O:16])(=[O:7])=[O:8])[CH:2]=[CH2:3]. (2) Given the reactants [Cl:1][C:2]1[CH:3]=[CH:4][CH:5]=[C:6]2[C:10]=1[N:9]([CH2:11][CH:12]1[CH2:17][CH2:16][CH2:15][CH2:14][CH2:13]1)[CH:8]=[C:7]2[C:18](=[S:20])[NH2:19].[Cl:21][CH2:22][C:23]([CH2:25]Cl)=O, predict the reaction product. The product is: [Cl:1][C:2]1[CH:3]=[CH:4][CH:5]=[C:6]2[C:10]=1[N:9]([CH2:11][CH:12]1[CH2:17][CH2:16][CH2:15][CH2:14][CH2:13]1)[CH:8]=[C:7]2[C:18]1[S:20][CH:25]=[C:23]([CH2:22][Cl:21])[N:19]=1. (3) The product is: [OH:6][C:7]1[CH:12]=[CH:11][C:10]2[CH:13]3[CH2:18][CH2:17][N:16]([C:19]([O:21][C:22]([CH3:24])([CH3:23])[CH3:25])=[O:20])[CH2:15][CH:14]3[O:26][C:9]=2[CH:8]=1. Given the reactants B(Br)(Br)Br.C[O:6][C:7]1[CH:12]=[CH:11][C:10]2[CH:13]3[CH2:18][CH2:17][N:16]([C:19]([O:21][C:22]([CH3:25])([CH3:24])[CH3:23])=[O:20])[CH2:15][CH:14]3[O:26][C:9]=2[CH:8]=1.[OH-].[Na+].C(OC(OC(C)(C)C)=O)(OC(C)(C)C)=O, predict the reaction product. (4) Given the reactants [CH2:1]([N:3]([C:19]1[CH:24]=[C:23]([O:25]C)[CH:22]=[CH:21][C:20]=1[CH:27]1[CH2:36][CH2:35][C:34]2[C:29](=[CH:30][CH:31]=[C:32]([O:37]C)[CH:33]=2)[CH2:28]1)[C:4](=O)[C:5]1[CH:10]=[CH:9][C:8]([O:11][CH2:12][C:13](=O)[NH:14][CH2:15][CH3:16])=[CH:7][CH:6]=1)[CH3:2].C(N(CC1C=CC(OCCNCC)=CC=1)C1C=C(OC)C=CC=1C1CCC2C(=CC=C(OC)C=2)C1)C, predict the reaction product. The product is: [CH2:1]([N:3]([CH2:4][C:5]1[CH:10]=[CH:9][C:8]([O:11][CH2:12][CH2:13][NH:14][CH2:15][CH3:16])=[CH:7][CH:6]=1)[C:19]1[CH:24]=[C:23]([OH:25])[CH:22]=[CH:21][C:20]=1[CH:27]1[CH2:36][CH2:35][C:34]2[CH:33]=[C:32]([OH:37])[CH:31]=[CH:30][C:29]=2[CH2:28]1)[CH3:2].